Task: Regression. Given two drug SMILES strings and cell line genomic features, predict the synergy score measuring deviation from expected non-interaction effect.. Dataset: NCI-60 drug combinations with 297,098 pairs across 59 cell lines (1) Cell line: NCI/ADR-RES. Synergy scores: CSS=7.10, Synergy_ZIP=-2.23, Synergy_Bliss=2.20, Synergy_Loewe=0.622, Synergy_HSA=0.311. Drug 2: CCCS(=O)(=O)NC1=C(C(=C(C=C1)F)C(=O)C2=CNC3=C2C=C(C=N3)C4=CC=C(C=C4)Cl)F. Drug 1: C1CCC(CC1)NC(=O)N(CCCl)N=O. (2) Synergy scores: CSS=17.8, Synergy_ZIP=-6.94, Synergy_Bliss=-6.19, Synergy_Loewe=-6.07, Synergy_HSA=-4.31. Cell line: UO-31. Drug 1: CC1=C(N=C(N=C1N)C(CC(=O)N)NCC(C(=O)N)N)C(=O)NC(C(C2=CN=CN2)OC3C(C(C(C(O3)CO)O)O)OC4C(C(C(C(O4)CO)O)OC(=O)N)O)C(=O)NC(C)C(C(C)C(=O)NC(C(C)O)C(=O)NCCC5=NC(=CS5)C6=NC(=CS6)C(=O)NCCC[S+](C)C)O. Drug 2: CCC1(CC2CC(C3=C(CCN(C2)C1)C4=CC=CC=C4N3)(C5=C(C=C6C(=C5)C78CCN9C7C(C=CC9)(C(C(C8N6C)(C(=O)OC)O)OC(=O)C)CC)OC)C(=O)OC)O.OS(=O)(=O)O. (3) Drug 2: CC1=C2C(C(=O)C3(C(CC4C(C3C(C(C2(C)C)(CC1OC(=O)C(C(C5=CC=CC=C5)NC(=O)OC(C)(C)C)O)O)OC(=O)C6=CC=CC=C6)(CO4)OC(=O)C)O)C)O. Drug 1: C1=CN(C(=O)N=C1N)C2C(C(C(O2)CO)O)O.Cl. Synergy scores: CSS=74.0, Synergy_ZIP=1.44, Synergy_Bliss=0.875, Synergy_Loewe=-6.10, Synergy_HSA=0.950. Cell line: MOLT-4. (4) Synergy scores: CSS=21.7, Synergy_ZIP=3.32, Synergy_Bliss=6.51, Synergy_Loewe=-14.3, Synergy_HSA=5.21. Drug 1: CC1=C(C=C(C=C1)NC2=NC=CC(=N2)N(C)C3=CC4=NN(C(=C4C=C3)C)C)S(=O)(=O)N.Cl. Drug 2: CC1=C2C(C(=O)C3(C(CC4C(C3C(C(C2(C)C)(CC1OC(=O)C(C(C5=CC=CC=C5)NC(=O)C6=CC=CC=C6)O)O)OC(=O)C7=CC=CC=C7)(CO4)OC(=O)C)O)C)OC(=O)C. Cell line: TK-10. (5) Drug 1: CC1C(C(CC(O1)OC2CC(CC3=C2C(=C4C(=C3O)C(=O)C5=C(C4=O)C(=CC=C5)OC)O)(C(=O)C)O)N)O.Cl. Drug 2: CC(C1=C(C=CC(=C1Cl)F)Cl)OC2=C(N=CC(=C2)C3=CN(N=C3)C4CCNCC4)N. Cell line: U251. Synergy scores: CSS=38.4, Synergy_ZIP=-2.82, Synergy_Bliss=-0.785, Synergy_Loewe=-11.5, Synergy_HSA=-0.621. (6) Drug 1: C1CCC(C1)C(CC#N)N2C=C(C=N2)C3=C4C=CNC4=NC=N3. Drug 2: CCN(CC)CCCC(C)NC1=C2C=C(C=CC2=NC3=C1C=CC(=C3)Cl)OC. Cell line: SR. Synergy scores: CSS=75.2, Synergy_ZIP=1.40, Synergy_Bliss=1.15, Synergy_Loewe=-6.89, Synergy_HSA=0.0305. (7) Drug 1: CC1=CC=C(C=C1)C2=CC(=NN2C3=CC=C(C=C3)S(=O)(=O)N)C(F)(F)F. Drug 2: COC1=NC(=NC2=C1N=CN2C3C(C(C(O3)CO)O)O)N. Cell line: A498. Synergy scores: CSS=0.573, Synergy_ZIP=3.12, Synergy_Bliss=5.06, Synergy_Loewe=-0.630, Synergy_HSA=-0.150. (8) Synergy scores: CSS=2.59, Synergy_ZIP=-6.03, Synergy_Bliss=-3.55, Synergy_Loewe=-29.3, Synergy_HSA=-5.07. Drug 2: COC1=C2C(=CC3=C1OC=C3)C=CC(=O)O2. Drug 1: CC1C(C(=O)NC(C(=O)N2CCCC2C(=O)N(CC(=O)N(C(C(=O)O1)C(C)C)C)C)C(C)C)NC(=O)C3=C4C(=C(C=C3)C)OC5=C(C(=O)C(=C(C5=N4)C(=O)NC6C(OC(=O)C(N(C(=O)CN(C(=O)C7CCCN7C(=O)C(NC6=O)C(C)C)C)C)C(C)C)C)N)C. Cell line: NCI-H322M. (9) Drug 1: CN1C(=O)N2C=NC(=C2N=N1)C(=O)N. Drug 2: CC1=C2C(C(=O)C3(C(CC4C(C3C(C(C2(C)C)(CC1OC(=O)C(C(C5=CC=CC=C5)NC(=O)C6=CC=CC=C6)O)O)OC(=O)C7=CC=CC=C7)(CO4)OC(=O)C)O)C)OC(=O)C. Cell line: MALME-3M. Synergy scores: CSS=-2.78, Synergy_ZIP=-0.374, Synergy_Bliss=-2.03, Synergy_Loewe=-15.5, Synergy_HSA=-6.93.